Dataset: Peptide-MHC class II binding affinity with 134,281 pairs from IEDB. Task: Regression. Given a peptide amino acid sequence and an MHC pseudo amino acid sequence, predict their binding affinity value. This is MHC class II binding data. (1) The peptide sequence is NHVIQSVRRLYPKIF. The MHC is DRB1_0802 with pseudo-sequence DRB1_0802. The binding affinity (normalized) is 1.00. (2) The peptide sequence is SMSLFEVDQTKIQYV. The MHC is HLA-DQA10601-DQB10402 with pseudo-sequence HLA-DQA10601-DQB10402. The binding affinity (normalized) is 0. (3) The peptide sequence is ILMTATPPGTSDEFP. The MHC is HLA-DQA10201-DQB10303 with pseudo-sequence HLA-DQA10201-DQB10303. The binding affinity (normalized) is 0.545.